From a dataset of Full USPTO retrosynthesis dataset with 1.9M reactions from patents (1976-2016). Predict the reactants needed to synthesize the given product. (1) Given the product [Cl:1][CH2:2][C:3]1[CH:4]=[C:5]([CH:9]=[CH:10][CH:11]=1)[C:6]([NH:19][C:20]([C:21]#[N:22])([CH:24]1[CH2:26][CH2:25]1)[CH3:23])=[O:7], predict the reactants needed to synthesize it. The reactants are: [Cl:1][CH2:2][C:3]1[CH:4]=[C:5]([CH:9]=[CH:10][CH:11]=1)[C:6](Cl)=[O:7].C(N(CC)CC)C.[NH2:19][C:20]([CH:24]1[CH2:26][CH2:25]1)([CH3:23])[C:21]#[N:22]. (2) Given the product [NH2:28][C:29]1[C:30]([C:39]([NH2:40])=[O:41])=[N:31][S:32][C:33]=1[C:34]([N:16]([CH2:10][C:11]1[O:15][CH:14]=[CH:13][CH:12]=1)[CH:6]([C:5]1[CH:8]=[CH:9][C:2]([OH:1])=[CH:3][CH:4]=1)[C:25]([NH:24][CH2:23][C:22]1[CH:26]=[CH:27][C:19]([O:18][CH3:17])=[CH:20][CH:21]=1)=[O:43])=[O:35], predict the reactants needed to synthesize it. The reactants are: [OH:1][C:2]1[CH:9]=[CH:8][C:5]([CH:6]=O)=[CH:4][CH:3]=1.[CH2:10]([NH2:16])[C:11]1[O:15][CH:14]=[CH:13][CH:12]=1.[CH3:17][O:18][C:19]1[CH:27]=[CH:26][C:22]([CH2:23][N+:24]#[C-:25])=[CH:21][CH:20]=1.[NH2:28][C:29]1[C:30]([C:39](=[O:41])[NH2:40])=[N:31][S:32][C:33]=1[C:34](OCC)=[O:35].C[OH:43]. (3) Given the product [C:1]([O:5][C:6]([N:8]([CH2:33][C:34]([F:37])([F:36])[F:35])[C:9]1[CH:14]=[C:13]([C:15]2[CH:20]=[CH:19][CH:18]=[C:17]([C:21]([O:23][CH3:24])=[O:22])[N:16]=2)[CH:12]=[CH:11][N:10]=1)=[O:7])([CH3:4])([CH3:3])[CH3:2], predict the reactants needed to synthesize it. The reactants are: [C:1]([O:5][C:6]([NH:8][C:9]1[CH:14]=[C:13]([C:15]2[CH:20]=[CH:19][CH:18]=[C:17]([C:21]([O:23][CH3:24])=[O:22])[N:16]=2)[CH:12]=[CH:11][N:10]=1)=[O:7])([CH3:4])([CH3:3])[CH3:2].[H-].[Na+].FC(F)(F)S(O[CH2:33][C:34]([F:37])([F:36])[F:35])(=O)=O. (4) Given the product [NH2:3][C:4]1[CH:12]=[C:11]([O:13][CH2:14][C:15]2[CH:20]=[CH:19][CH:18]=[CH:17][CH:16]=2)[CH:10]=[CH:9][C:5]=1[C:6]([NH2:8])=[O:7], predict the reactants needed to synthesize it. The reactants are: [H-].[Na+].[NH2:3][C:4]1[CH:12]=[C:11]([OH:13])[CH:10]=[CH:9][C:5]=1[C:6]([NH2:8])=[O:7].[CH2:14](Br)[C:15]1[CH:20]=[CH:19][CH:18]=[CH:17][CH:16]=1.